From a dataset of Forward reaction prediction with 1.9M reactions from USPTO patents (1976-2016). Predict the product of the given reaction. Given the reactants N(=[CH:3]/[C:4]1[C:9]([OH:10])=[CH:8][C:7]([O:11]CCCCBr)=[CH:6][CH:5]=1)\N=[CH:3]\[C:4]1[C:9]([OH:10])=[CH:8][C:7]([O:11]CCCCBr)=[CH:6][CH:5]=1.C([O-])([O-])=[O:32].[Cs+].[Cs+].C(OC(=O)C)(=O)C, predict the reaction product. The product is: [OH:10][C:9]1[CH:8]=[C:7]([OH:11])[CH:6]=[CH:5][C:4]=1[CH:3]=[O:32].